This data is from Forward reaction prediction with 1.9M reactions from USPTO patents (1976-2016). The task is: Predict the product of the given reaction. (1) Given the reactants [CH:1]1(/[C:4](/[C:21]2[CH:26]=[CH:25][CH:24]=[CH:23][CH:22]=2)=[C:5](/[C:11]2[CH:16]=[CH:15][C:14]([O:17][CH2:18][O:19][CH3:20])=[CH:13][CH:12]=2)\[C:6]([O:8]CC)=[O:7])[CH2:3][CH2:2]1.[OH-].[Na+].Cl, predict the reaction product. The product is: [CH:1]1(/[C:4](/[C:21]2[CH:26]=[CH:25][CH:24]=[CH:23][CH:22]=2)=[C:5](/[C:11]2[CH:16]=[CH:15][C:14]([O:17][CH2:18][O:19][CH3:20])=[CH:13][CH:12]=2)\[C:6]([OH:8])=[O:7])[CH2:3][CH2:2]1. (2) Given the reactants O[C@H:2]1[CH2:19][CH2:18][C@@:17]2([CH3:20])[C:4](=[CH:5][CH2:6][C@@H:7]3[C@@H:16]2[CH2:15][CH2:14][C@@:12]2([CH3:13])[C@H:8]3[CH2:9][CH2:10][C:11]2=[O:21])[CH2:3]1.C1C=C(Cl)C=C(C(OO)=[O:30])C=1.[O-]S([O-])=O.[Na+].[Na+].C([O-])(O)=O.[Na+], predict the reaction product. The product is: [O:30]1[C@H:5]2[CH2:6][C@@H:7]3[C@@H:16]([C@@:17]4([CH3:20])[CH2:18][CH2:19][CH2:2][CH2:3][C@:4]124)[CH2:15][CH2:14][C@@:12]1([CH3:13])[C@H:8]3[CH2:9][CH2:10][C:11]1=[O:21]. (3) Given the reactants [N:1]1([CH2:7][CH2:8][CH2:9][N:10]2[CH2:15][CH2:14][N:13](C(OC(C)(C)C)=O)[CH2:12][C:11]2=[O:23])[CH2:6][CH2:5][O:4][CH2:3][CH2:2]1.[ClH:24], predict the reaction product. The product is: [ClH:24].[N:1]1([CH2:7][CH2:8][CH2:9][N:10]2[CH2:15][CH2:14][NH:13][CH2:12][C:11]2=[O:23])[CH2:6][CH2:5][O:4][CH2:3][CH2:2]1. (4) Given the reactants CN1C2C(C(F)(F)F)=CC(NC3C=NC=CC=3)=CC=2C2CNCCC12.C(OC([N:33]1[CH2:51][CH2:50][C@@H:36]2[N:37]([C:47](O)=O)[C:38]3[C:39]([C:45]#[N:46])=[CH:40][C:41]([NH2:44])=[CH:42][C:43]=3[C@@H:35]2[CH2:34]1)=O)(C)(C)C.Br[C:53]1[C:54]([C:59]#[N:60])=[N:55][CH:56]=[CH:57][CH:58]=1.C([O-])([O-])=O.[Cs+].[Cs+], predict the reaction product. The product is: [C:59]([C:54]1[C:53]([NH:44][C:41]2[CH:42]=[C:43]3[C:38](=[C:39]([C:45]#[N:46])[CH:40]=2)[N:37]([CH3:47])[C@H:36]2[CH2:50][CH2:51][NH:33][CH2:34][C@@H:35]32)=[CH:58][CH:57]=[CH:56][N:55]=1)#[N:60]. (5) The product is: [O:3]=[C:2]1[C:4](=[O:5])[C:6]2[C:11](=[CH:10][CH:9]=[CH:8][CH:7]=2)[N:1]1[CH2:19][C:20]([O:22][C:23]([CH3:26])([CH3:25])[CH3:24])=[O:21]. Given the reactants [NH:1]1[C:11]2[C:6](=[CH:7][CH:8]=[CH:9][CH:10]=2)[C:4](=[O:5])[C:2]1=[O:3].C(=O)([O-])[O-].[K+].[K+].Br[CH2:19][C:20]([O:22][C:23]([CH3:26])([CH3:25])[CH3:24])=[O:21], predict the reaction product. (6) Given the reactants [F:1][C:2]1[CH:7]=[CH:6][CH:5]=[CH:4][C:3]=1[NH:8]N.N[C@H:11]1CN2C3C(C(CC(OCCC)=O)=C2C[CH2:12]1)=CC=CC=3, predict the reaction product. The product is: [F:1][C:2]1[CH:7]=[CH:6][CH:5]=[C:4]2[C:3]=1[NH:8][CH:12]=[CH:11]2. (7) Given the reactants [CH:1]1[CH:6]=[N:5][CH:4]=[C:3]([CH2:7][C:8]([P:14]([OH:17])([OH:16])=[O:15])([P:10]([OH:13])([OH:12])=[O:11])[OH:9])[CH:2]=1.C([O-])([O-])=O.[Na+:22].[Na+], predict the reaction product. The product is: [CH:1]1[CH:6]=[N:5][CH:4]=[C:3]([CH2:7][C:8]([P:10]([O-:12])([OH:13])=[O:11])([P:14]([OH:17])([OH:16])=[O:15])[OH:9])[CH:2]=1.[Na+:22]. (8) The product is: [C:18]1([N:14]2[C:15]3[C:11](=[CH:10][C:9]([OH:8])=[CH:17][CH:16]=3)[CH:12]=[CH:13]2)[CH:23]=[CH:22][CH:21]=[CH:20][CH:19]=1. Given the reactants C([O:8][C:9]1[CH:10]=[C:11]2[C:15](=[CH:16][CH:17]=1)[N:14]([C:18]1[CH:23]=[CH:22][CH:21]=[CH:20][CH:19]=1)[CH:13]=[CH:12]2)C1C=CC=CC=1, predict the reaction product. (9) Given the reactants Cl[C:2]1[C:3]2[CH2:10][N:9]([C:11]([O:13][C:14]([CH3:17])([CH3:16])[CH3:15])=[O:12])[CH2:8][C:4]=2[N:5]=[CH:6][N:7]=1.[Cl:18][C:19]1[C:24]([CH2:25][NH2:26])=[C:23]([F:27])[C:22]([O:28][CH3:29])=[CH:21][CH:20]=1.CCN(C(C)C)C(C)C.C(N(C(C)C)C(C)C)C, predict the reaction product. The product is: [Cl:18][C:19]1[C:24]([CH2:25][NH:26][C:2]2[C:3]3[CH2:10][N:9]([C:11]([O:13][C:14]([CH3:17])([CH3:16])[CH3:15])=[O:12])[CH2:8][C:4]=3[N:5]=[CH:6][N:7]=2)=[C:23]([F:27])[C:22]([O:28][CH3:29])=[CH:21][CH:20]=1. (10) Given the reactants Cl[C:2]1[C:7]([C:8]2[O:9][C:10]([CH2:13][CH3:14])=[CH:11][N:12]=2)=[CH:6][CH:5]=[C:4]([CH3:15])[N:3]=1.[CH:16](B1OC(C)(C)C(C)(C)O1)=[CH2:17].C([O-])([O-])=O.[K+].[K+].O1CCOCC1, predict the reaction product. The product is: [CH:16]([C:2]1[C:7]([C:8]2[O:9][C:10]([CH2:13][CH3:14])=[CH:11][N:12]=2)=[CH:6][CH:5]=[C:4]([CH3:15])[N:3]=1)=[CH2:17].